From a dataset of Full USPTO retrosynthesis dataset with 1.9M reactions from patents (1976-2016). Predict the reactants needed to synthesize the given product. Given the product [C:1]1([C:15]([OH:17])=[O:16])[C:10]2[C:5](=[CH:6][CH:7]=[CH:8][CH:9]=2)[C:4]([C:11]([OH:13])=[O:12])=[CH:3][CH:2]=1, predict the reactants needed to synthesize it. The reactants are: [C:1]1([C:15]([O:17]C)=[O:16])[C:10]2[C:5](=[CH:6][CH:7]=[CH:8][CH:9]=2)[C:4]([C:11]([O:13]C)=[O:12])=[CH:3][CH:2]=1.NC(N)=N.